From a dataset of Forward reaction prediction with 1.9M reactions from USPTO patents (1976-2016). Predict the product of the given reaction. (1) Given the reactants [Cl:1][C:2]1[C:7]([CH2:8][CH3:9])=[C:6](Cl)[N:5]=[CH:4][N:3]=1.[O:11]1[CH:15]=[CH:14][CH:13]=[C:12]1B(O)O.C(COC)OC.C(=O)([O-])[O-].[Na+].[Na+], predict the reaction product. The product is: [Cl:1][C:2]1[C:7]([CH2:8][CH3:9])=[C:6]([C:12]2[O:11][CH:15]=[CH:14][CH:13]=2)[N:5]=[CH:4][N:3]=1. (2) The product is: [CH:1]([C:3]1[CH:8]=[CH:7][C:6]([C:13]2[N:18]=[C:17]([NH2:19])[N:16]=[C:15]([NH:20][CH3:21])[CH:14]=2)=[CH:5][CH:4]=1)=[CH2:2]. Given the reactants [CH:1]([C:3]1[CH:8]=[CH:7][C:6](B(O)O)=[CH:5][CH:4]=1)=[CH2:2].I[C:13]1[N:18]=[C:17]([NH2:19])[N:16]=[C:15]([NH:20][CH3:21])[CH:14]=1, predict the reaction product. (3) Given the reactants [CH2:1]([O:8][C:9]1[CH:10]=[C:11]2[C:16](=[CH:17][CH:18]=1)[N+:15]([O-])=[CH:14][C:13]1[N:20]=[C:21]3[CH2:26][O:25][CH2:24][C@H:23]([CH3:27])[N:22]3[C:12]2=1)[C:2]1[CH:7]=[CH:6][CH:5]=[CH:4][CH:3]=1.ClC(Cl)(Cl)C([N:32]=C=O)=O.C(Cl)(Cl)Cl, predict the reaction product. The product is: [CH2:1]([O:8][C:9]1[CH:10]=[C:11]2[C:16](=[CH:17][CH:18]=1)[N:15]=[C:14]([NH2:32])[C:13]1[N:20]=[C:21]3[CH2:26][O:25][CH2:24][C@@H:23]([CH3:27])[N:22]3[C:12]2=1)[C:2]1[CH:7]=[CH:6][CH:5]=[CH:4][CH:3]=1. (4) Given the reactants ClC1C2N=NN([C@H](COC)CCOC)C=2C=C(C)N=1.[Br:20][C:21]1[CH:22]=[C:23]2[C:27](=[C:28]([Br:30])[CH:29]=1)[N:26]([C:31]1[C:36]3[N:37]=[N:38][N:39]([C@H:40]([CH2:45][O:46][CH3:47])[CH2:41][CH2:42][O:43][CH3:44])[C:35]=3[CH:34]=[C:33]([CH3:48])[N:32]=1)[CH2:25][CH2:24]2.BrC1C=C2C(=C(Br)C=1)NCC2.C[Si]([N-][Si](C)(C)C)(C)C.[Na+].O, predict the reaction product. The product is: [Br:20][C:21]1[CH:22]=[C:23]2[C:27](=[C:28]([Br:30])[CH:29]=1)[N:26]([C:31]1[C:36]3[N:37]=[N:38][N:39]([C@H:40]([CH2:45][O:46][CH3:47])[CH2:41][CH2:42][O:43][CH3:44])[C:35]=3[CH:34]=[C:33]([CH3:48])[N:32]=1)[CH2:25][CH2:24]2. (5) Given the reactants I(Cl)(=O)=O.I([Cl:8])(=O)=O.C([N+](C)(C)C)C1C=CC=CC=1.[C:20]([C:23]1[C:28]2[O:29][CH2:30][C:31](=[O:33])[NH:32][C:27]=2[C:26]([O:34][CH2:35][C:36]2[CH:41]=[CH:40][CH:39]=[CH:38][CH:37]=2)=[CH:25][CH:24]=1)(=[O:22])[CH3:21].CC(O)=O.S(=O)(O)[O-].[Na+], predict the reaction product. The product is: [CH2:35]([O:34][C:26]1[C:27]2[NH:32][C:31](=[O:33])[CH2:30][O:29][C:28]=2[C:23]([C:20](=[O:22])[CH2:21][Cl:8])=[CH:24][CH:25]=1)[C:36]1[CH:41]=[CH:40][CH:39]=[CH:38][CH:37]=1. (6) Given the reactants [CH2:1]([O:8][C:9]([NH:11][CH:12]1[NH:16][C:15](=[O:17])[CH2:14][CH2:13]1)=[O:10])[C:2]1[CH:7]=[CH:6][CH:5]=[CH:4][CH:3]=1.[H-].[Na+].Br[CH2:21][C:22]([O:24][CH2:25][CH3:26])=[O:23], predict the reaction product. The product is: [CH2:1]([O:8][C:9]([NH:11][CH:12]1[N:16]([CH2:21][C:22]([O:24][CH2:25][CH3:26])=[O:23])[C:15](=[O:17])[CH2:14][CH2:13]1)=[O:10])[C:2]1[CH:7]=[CH:6][CH:5]=[CH:4][CH:3]=1. (7) Given the reactants [ClH:1].Cl[CH2:3][C:4](=N)OCC.[CH2:9]([NH:11][C:12]1[CH:17]=[C:16]([C:18]([F:21])([F:20])[F:19])[N:15]=[CH:14][C:13]=1[NH2:22])[CH3:10], predict the reaction product. The product is: [Cl:1][CH2:10][C:9]1[N:11]([CH2:3][CH3:4])[C:12]2[CH:17]=[C:16]([C:18]([F:19])([F:20])[F:21])[N:15]=[CH:14][C:13]=2[N:22]=1. (8) Given the reactants [Cl:1][C:2]1[CH:7]=[CH:6][C:5]([C:8]2[N:12]([C:13]3[CH:18]=[CH:17][CH:16]=[CH:15][CH:14]=3)[N:11]=[C:10]([CH2:19][CH2:20][CH:21]=O)[CH:9]=2)=[CH:4][CH:3]=1.[CH3:23][C:24]1[CH:29]=[C:28]([CH3:30])[CH:27]=[CH:26][C:25]=1[N:31]1[CH2:36][CH2:35][NH:34][CH2:33][CH2:32]1.CCN(C(C)C)C(C)C.[BH-](OC(C)=O)(OC(C)=O)OC(C)=O.[Na+], predict the reaction product. The product is: [Cl:1][C:2]1[CH:7]=[CH:6][C:5]([C:8]2[N:12]([C:13]3[CH:18]=[CH:17][CH:16]=[CH:15][CH:14]=3)[N:11]=[C:10]([CH2:19][CH2:20][CH2:21][N:34]3[CH2:35][CH2:36][N:31]([C:25]4[CH:26]=[CH:27][C:28]([CH3:30])=[CH:29][C:24]=4[CH3:23])[CH2:32][CH2:33]3)[CH:9]=2)=[CH:4][CH:3]=1. (9) Given the reactants [C:1]([O:5][C@@H:6]([C:11]1[C:12]([CH3:42])=[CH:13][C:14]2[N:15]([CH:25]=[C:26]([C:28](=O)[NH:29][CH:30]([C:39]#[N:40])[CH2:31][C:32]3[CH:37]=[CH:36][C:35]([F:38])=[CH:34][CH:33]=3)[N:27]=2)[C:16]=1[N:17]1[CH2:22][CH2:21][C:20]([CH3:24])([CH3:23])[CH2:19][CH2:18]1)[C:7]([O:9][CH3:10])=[O:8])([CH3:4])([CH3:3])[CH3:2].C(Cl)(Cl)(Cl)[Cl:44].C1C=CC(P(C2C=CC=CC=2)C2C=CC=CC=2)=CC=1, predict the reaction product. The product is: [CH3:10][O:9][C:7](=[O:8])[C@@H:6]([O:5][C:1]([CH3:3])([CH3:4])[CH3:2])[C:11]1[C:12]([CH3:42])=[CH:13][C:14]2[N:15]([CH:25]=[C:26]([C:28]3[NH:29][C:30]([CH2:31][C:32]4[CH:37]=[CH:36][C:35]([F:38])=[CH:34][CH:33]=4)=[C:39]([Cl:44])[N:40]=3)[N:27]=2)[C:16]=1[N:17]1[CH2:18][CH2:19][C:20]([CH3:24])([CH3:23])[CH2:21][CH2:22]1. (10) Given the reactants Br[C:2]1[CH:7]=[CH:6][C:5]2[N:8]3[C:21]4[CH:20]=[CH:19][CH:18]=[CH:17][C:16]=4[C:15]([CH3:23])([CH3:22])[C:14]4[C:9]3=[C:10]([CH:11]=[CH:12][CH:13]=4)[C:4]=2[CH:3]=1.Cl[C:25]1[CH:30]=[CH:29][C:28](B(O)O)=[C:27]([C:34]([O:36][CH2:37][CH3:38])=[O:35])[CH:26]=1.C(=O)([O-])[O-].[Na+].[Na+].O1CCOCC1, predict the reaction product. The product is: [CH3:22][C:15]1([CH3:23])[C:14]2[C:9]3=[C:10]([C:4]4[CH:3]=[C:2]([C:28]5[CH:29]=[CH:30][CH:25]=[CH:26][C:27]=5[C:34]([O:36][CH2:37][CH3:38])=[O:35])[CH:7]=[CH:6][C:5]=4[N:8]3[C:21]3[CH:20]=[CH:19][CH:18]=[CH:17][C:16]1=3)[CH:11]=[CH:12][CH:13]=2.